From a dataset of Catalyst prediction with 721,799 reactions and 888 catalyst types from USPTO. Predict which catalyst facilitates the given reaction. (1) Reactant: [CH:1]1([N:6]2[CH2:12][C:11]([F:14])([F:13])[C:10](=[O:15])[N:9]([CH3:16])[C:8]3[CH:17]=[N:18][C:19]([NH:21][C:22]4[CH:30]=[CH:29][C:25]([C:26](O)=[O:27])=[CH:24][C:23]=4[C:31]([F:34])([F:33])[F:32])=[N:20][C:7]2=3)[CH2:5][CH2:4][CH2:3][CH2:2]1.ON1C2C=CC=CC=2N=N1.F[P-](F)(F)(F)(F)F.CN(C(N(C)C)=[N+]1C2C=CC=CC=2[N+]([O-])=N1)C.C(N(C(C)C)CC)(C)C.[NH2:78][CH:79]1[CH2:84][CH2:83][N:82]([C:85]([O:87][C:88]([CH3:91])([CH3:90])[CH3:89])=[O:86])[CH2:81][CH2:80]1. Product: [C:88]([O:87][C:85]([N:82]1[CH2:81][CH2:80][CH:79]([NH:78][C:26](=[O:27])[C:25]2[CH:29]=[CH:30][C:22]([NH:21][C:19]3[N:18]=[CH:17][C:8]4[N:9]([CH3:16])[C:10](=[O:15])[C:11]([F:14])([F:13])[CH2:12][N:6]([CH:1]5[CH2:2][CH2:3][CH2:4][CH2:5]5)[C:7]=4[N:20]=3)=[C:23]([C:31]([F:33])([F:32])[F:34])[CH:24]=2)[CH2:84][CH2:83]1)=[O:86])([CH3:91])([CH3:90])[CH3:89]. The catalyst class is: 9. (2) Product: [I:1][C:15]1[CH:16]=[C:11]([C:10]([F:9])([F:18])[F:19])[C:12]([NH2:17])=[N:13][CH:14]=1. The catalyst class is: 3. Reactant: [I:1]N1C(=O)CCC1=O.[F:9][C:10]([F:19])([F:18])[C:11]1[C:12]([NH2:17])=[N:13][CH:14]=[CH:15][CH:16]=1. (3) Reactant: CS(C)=O.C(Cl)(=O)C(Cl)=O.C(=O)=O.CC(C)=O.[OH:18][CH2:19][C@@H:20]1[CH2:24][C:23]([CH3:25])=[CH:22][N:21]1[C:26]([C:28]1[CH:33]=[C:32]([O:34][CH3:35])[C:31]([O:36][Si:37]([CH:44]([CH3:46])[CH3:45])([CH:41]([CH3:43])[CH3:42])[CH:38]([CH3:40])[CH3:39])=[CH:30][C:29]=1[NH:47][C:48]([O:50][CH2:51][C:52]1[CH:57]=[CH:56][C:55]([NH:58][NH:59][CH:60]([CH3:76])[C:61]([NH:63][CH:64]([CH:73]([CH3:75])[CH3:74])[C:65](=[O:72])[C:66]([O:68][CH2:69][CH:70]=[CH2:71])=[O:67])=[O:62])=[CH:54][CH:53]=1)=[O:49])=[O:27].C(N(CC)CC)C. Product: [OH:18][C@@H:19]1[N:47]([C:48]([O:50][CH2:51][C:52]2[CH:53]=[CH:54][C:55]([NH:58][NH:59][CH:60]([CH3:76])[C:61]([NH:63][CH:64]([CH:73]([CH3:75])[CH3:74])[C:65](=[O:72])[C:66]([O:68][CH2:69][CH:70]=[CH2:71])=[O:67])=[O:62])=[CH:56][CH:57]=2)=[O:49])[C:29]2[CH:30]=[C:31]([O:36][Si:37]([CH:41]([CH3:42])[CH3:43])([CH:44]([CH3:45])[CH3:46])[CH:38]([CH3:40])[CH3:39])[C:32]([O:34][CH3:35])=[CH:33][C:28]=2[C:26](=[O:27])[N:21]2[CH:22]=[C:23]([CH3:25])[CH2:24][C@@H:20]12. The catalyst class is: 4. (4) Reactant: Br[CH2:2][C:3]1[C:12]2[C:7](=[CH:8][CH:9]=[CH:10][CH:11]=2)[C:6]([C:13]([O:15][CH3:16])=[O:14])=[CH:5][CH:4]=1.[CH3:17][NH2:18].C([O-])(O)=O.[Na+].[CH3:24][C:25]([O:28][C:29]([O:31]C(OC(C)(C)C)=O)=O)([CH3:27])[CH3:26]. The catalyst class is: 674. Product: [CH3:24][C:25]([O:28][C:29]([N:18]([CH2:2][C:3]1[C:12]2[C:7](=[CH:8][CH:9]=[CH:10][CH:11]=2)[C:6]([C:13]([O:15][CH3:16])=[O:14])=[CH:5][CH:4]=1)[CH3:17])=[O:31])([CH3:27])[CH3:26].